This data is from Peptide-MHC class II binding affinity with 134,281 pairs from IEDB. The task is: Regression. Given a peptide amino acid sequence and an MHC pseudo amino acid sequence, predict their binding affinity value. This is MHC class II binding data. The peptide sequence is KSIIKARVVWKAIIE. The MHC is HLA-DPA10301-DPB10402 with pseudo-sequence HLA-DPA10301-DPB10402. The binding affinity (normalized) is 0.442.